The task is: Predict the reactants needed to synthesize the given product.. This data is from Full USPTO retrosynthesis dataset with 1.9M reactions from patents (1976-2016). Given the product [C:12]([O:11][C:9]([N:30]1[CH2:31][CH2:32][N:27]([C:26]2[C:17]([Cl:16])=[N:18][C:19]3[C:24](=[CH:23][CH:22]=[CH:21][CH:20]=3)[N:25]=2)[CH2:28][CH2:29]1)=[O:10])([CH3:13])([CH3:14])[CH3:15], predict the reactants needed to synthesize it. The reactants are: [C:9](O[C:9]([O:11][C:12]([CH3:15])([CH3:14])[CH3:13])=[O:10])([O:11][C:12]([CH3:15])([CH3:14])[CH3:13])=[O:10].[Cl:16][C:17]1[C:26]([N:27]2[CH2:32][CH2:31][NH:30][CH2:29][CH2:28]2)=[N:25][C:24]2[C:19](=[CH:20][CH:21]=[CH:22][CH:23]=2)[N:18]=1.C(N(CC)CC)C.ClCCl.